This data is from Full USPTO retrosynthesis dataset with 1.9M reactions from patents (1976-2016). The task is: Predict the reactants needed to synthesize the given product. (1) Given the product [CH:22]1([C@@H:16]([C:12]2[CH:13]=[CH:14][CH:15]=[C:10]([O:9][CH2:8][C:6]3[CH:5]=[N:4][C:3]([C:25]4[CH:30]=[C:29]([O:31][CH3:32])[CH:28]=[CH:27][C:26]=4[F:33])=[C:2]([N:34]4[CH2:39][CH2:38][O:37][CH2:36][CH2:35]4)[N:7]=3)[CH:11]=2)[CH2:17][C:18]([O:20][CH3:21])=[O:19])[CH2:24][CH2:23]1, predict the reactants needed to synthesize it. The reactants are: Cl[C:2]1[N:7]=[C:6]([CH2:8][O:9][C:10]2[CH:11]=[C:12]([C@H:16]([CH:22]3[CH2:24][CH2:23]3)[CH2:17][C:18]([O:20][CH3:21])=[O:19])[CH:13]=[CH:14][CH:15]=2)[CH:5]=[N:4][C:3]=1[C:25]1[CH:30]=[C:29]([O:31][CH3:32])[CH:28]=[CH:27][C:26]=1[F:33].[NH:34]1[CH2:39][CH2:38][O:37][CH2:36][CH2:35]1. (2) Given the product [NH2:6][C:7]1[CH:16]=[CH:15][C:10]([C:4]([NH2:2])=[O:5])=[CH:9][C:8]=1[Cl:17], predict the reactants needed to synthesize it. The reactants are: C[N:2]([CH:4]=[O:5])C.[NH2:6][C:7]1[CH:16]=[CH:15][C:10](C(OC)=O)=[CH:9][C:8]=1[Cl:17].C(N)=O.C[O-].[Na+]. (3) Given the product [NH3:3].[Cl:44][C:45]1[CH:53]=[C:52]([OH:54])[CH:51]=[CH:50][C:46]=1[C:47]([NH:8][CH2:9][CH2:10][C:11]1[CH:12]=[CH:13][C:14]([O:15][CH2:16][CH2:17][C:18]2[CH:23]=[CH:22][C:21]([OH:24])=[C:20]([C@@H:25]([C:35]3[CH:36]=[CH:37][CH:38]=[CH:39][CH:40]=3)[CH2:26][CH2:27][N:28]([CH:32]([CH3:33])[CH3:34])[CH:29]([CH3:31])[CH3:30])[CH:19]=2)=[CH:41][CH:42]=1)=[O:48], predict the reactants needed to synthesize it. The reactants are: C([N:3](CC)CC)C.[NH2:8][CH2:9][CH2:10][C:11]1[CH:42]=[CH:41][C:14]([O:15][CH2:16][CH2:17][C:18]2[CH:23]=[CH:22][C:21]([OH:24])=[C:20]([C@@H:25]([C:35]3[CH:40]=[CH:39][CH:38]=[CH:37][CH:36]=3)[CH2:26][CH2:27][N:28]([CH:32]([CH3:34])[CH3:33])[CH:29]([CH3:31])[CH3:30])[CH:19]=2)=[CH:13][CH:12]=1.O.[Cl:44][C:45]1[CH:53]=[C:52]([OH:54])[CH:51]=[CH:50][C:46]=1[C:47](O)=[O:48].Cl.CN(C)CCCN=C=NCC. (4) Given the product [F:1][C:2]1[CH:3]=[C:4]([C:12]2[CH:17]=[CH:16][C:15]([O:18][CH3:19])=[CH:14][CH:13]=2)[CH:5]=[CH:6][C:7]=1[CH2:8][OH:9], predict the reactants needed to synthesize it. The reactants are: [F:1][C:2]1[CH:3]=[C:4]([C:12]2[CH:17]=[CH:16][C:15]([O:18][CH3:19])=[CH:14][CH:13]=2)[CH:5]=[CH:6][C:7]=1[C:8](OC)=[O:9].[H-].[H-].[H-].[H-].[Li+].[Al+3].[NH4+].[Cl-].